Regression. Given a peptide amino acid sequence and an MHC pseudo amino acid sequence, predict their binding affinity value. This is MHC class I binding data. From a dataset of Peptide-MHC class I binding affinity with 185,985 pairs from IEDB/IMGT. (1) The MHC is HLA-B15:09 with pseudo-sequence HLA-B15:09. The peptide sequence is WQFGPSTYY. The binding affinity (normalized) is 0.0847. (2) The peptide sequence is HIDPMWKVL. The MHC is HLA-A02:19 with pseudo-sequence HLA-A02:19. The binding affinity (normalized) is 0.0847. (3) The peptide sequence is AADFPGIAR. The binding affinity (normalized) is 0.0847. The MHC is HLA-B15:17 with pseudo-sequence HLA-B15:17. (4) The peptide sequence is DRFFKTLRA. The MHC is HLA-A68:02 with pseudo-sequence HLA-A68:02. The binding affinity (normalized) is 0.